This data is from NCI-60 drug combinations with 297,098 pairs across 59 cell lines. The task is: Regression. Given two drug SMILES strings and cell line genomic features, predict the synergy score measuring deviation from expected non-interaction effect. (1) Drug 1: CC1=C2C(C(=O)C3(C(CC4C(C3C(C(C2(C)C)(CC1OC(=O)C(C(C5=CC=CC=C5)NC(=O)OC(C)(C)C)O)O)OC(=O)C6=CC=CC=C6)(CO4)OC(=O)C)OC)C)OC. Drug 2: C1C(C(OC1N2C=NC(=NC2=O)N)CO)O. Cell line: LOX IMVI. Synergy scores: CSS=41.3, Synergy_ZIP=-1.09, Synergy_Bliss=-0.0735, Synergy_Loewe=2.79, Synergy_HSA=4.11. (2) Cell line: RPMI-8226. Synergy scores: CSS=10.3, Synergy_ZIP=13.9, Synergy_Bliss=15.8, Synergy_Loewe=9.98, Synergy_HSA=9.47. Drug 1: CNC(=O)C1=NC=CC(=C1)OC2=CC=C(C=C2)NC(=O)NC3=CC(=C(C=C3)Cl)C(F)(F)F. Drug 2: C1=CC=C(C(=C1)C(C2=CC=C(C=C2)Cl)C(Cl)Cl)Cl. (3) Drug 1: CNC(=O)C1=CC=CC=C1SC2=CC3=C(C=C2)C(=NN3)C=CC4=CC=CC=N4. Drug 2: CC12CCC3C(C1CCC2=O)CC(=C)C4=CC(=O)C=CC34C. Cell line: MALME-3M. Synergy scores: CSS=12.1, Synergy_ZIP=-1.18, Synergy_Bliss=-4.89, Synergy_Loewe=-7.50, Synergy_HSA=-5.52. (4) Drug 1: CNC(=O)C1=CC=CC=C1SC2=CC3=C(C=C2)C(=NN3)C=CC4=CC=CC=N4. Drug 2: CCN(CC)CCNC(=O)C1=C(NC(=C1C)C=C2C3=C(C=CC(=C3)F)NC2=O)C. Cell line: BT-549. Synergy scores: CSS=-3.94, Synergy_ZIP=3.49, Synergy_Bliss=3.22, Synergy_Loewe=-1.24, Synergy_HSA=-0.814.